Dataset: Full USPTO retrosynthesis dataset with 1.9M reactions from patents (1976-2016). Task: Predict the reactants needed to synthesize the given product. (1) Given the product [Br:1][C:2]1[S:6][C:5]([C:7]2[CH:12]=[CH:11][CH:10]=[C:9]([C:31]([N:33]3[CH2:37][CH2:36][CH2:35][CH2:34]3)=[O:32])[N:8]=2)=[CH:4][CH:3]=1, predict the reactants needed to synthesize it. The reactants are: [Br:1][C:2]1[S:6][C:5]([C:7]2[CH:12]=[C:11](C(N3CCCC3)=O)[CH:10]=[CH:9][N:8]=2)=[CH:4][CH:3]=1.S1C=CC=C1C1C=CC=C([C:31]([N:33]2[CH2:37][CH2:36][CH2:35][CH2:34]2)=[O:32])N=1. (2) Given the product [C:1]1([S:7]([C:10]2[C:15]([F:16])=[CH:14][C:13]([C:22]3[CH:21]=[C:20]([Cl:19])[CH:25]=[CH:24][C:23]=3[O:29][CH3:30])=[CH:12][C:11]=2[F:18])(=[O:9])=[O:8])[CH:6]=[CH:5][CH:4]=[CH:3][CH:2]=1, predict the reactants needed to synthesize it. The reactants are: [C:1]1([S:7]([C:10]2[C:15]([F:16])=[CH:14][C:13](Br)=[CH:12][C:11]=2[F:18])(=[O:9])=[O:8])[CH:6]=[CH:5][CH:4]=[CH:3][CH:2]=1.[Cl:19][C:20]1[CH:21]=[CH:22][C:23]([O:29][CH3:30])=[C:24](B(O)O)[CH:25]=1. (3) The reactants are: C([O:4][C:5]([C:7]1[CH:8]=[C:9]([CH:35]=[CH:36][CH:37]=1)[CH2:10][O:11][CH2:12][C@@H:13]([NH:16][C:17](=[O:34])[C@H:18]([CH2:26][C:27]1[CH:32]=[CH:31][CH:30]=[C:29]([CH3:33])[CH:28]=1)[NH:19][C:20]1[CH:25]=[CH:24][CH:23]=[CH:22][CH:21]=1)[C:14]#[N:15])=[O:6])C=C.N1CCOCC1. Given the product [C:5]([C:7]1[CH:8]=[C:9]([CH:35]=[CH:36][CH:37]=1)[CH2:10][O:11][CH2:12][C@@H:13]([NH:16][C:17](=[O:34])[C@H:18]([CH2:26][C:27]1[CH:32]=[CH:31][CH:30]=[C:29]([CH3:33])[CH:28]=1)[NH:19][C:20]1[CH:25]=[CH:24][CH:23]=[CH:22][CH:21]=1)[C:14]#[N:15])([OH:6])=[O:4], predict the reactants needed to synthesize it. (4) Given the product [CH2:8]([O:7][C:5]([CH:4]1[CH2:3][CH2:2][N:1]([C:20]2[N:29]=[C:28]([NH:30][CH2:31][C:32]3[CH:37]=[CH:36][C:35]([O:38][CH3:39])=[C:34]([Cl:40])[CH:33]=3)[C:27]3[C:22](=[CH:23][CH:24]=[C:25]([C:41]#[N:42])[CH:26]=3)[N:21]=2)[CH2:11][CH2:10]1)=[O:6])[CH3:9], predict the reactants needed to synthesize it. The reactants are: [NH:1]1[CH2:11][CH2:10][CH:4]([C:5]([O:7][CH2:8][CH3:9])=[O:6])[CH2:3][CH2:2]1.C(N(CC)CC)C.Cl[C:20]1[N:29]=[C:28]([NH:30][CH2:31][C:32]2[CH:37]=[CH:36][C:35]([O:38][CH3:39])=[C:34]([Cl:40])[CH:33]=2)[C:27]2[C:22](=[CH:23][CH:24]=[C:25]([C:41]#[N:42])[CH:26]=2)[N:21]=1. (5) Given the product [OH:28][C:24]1[CH:23]=[C:22]([C:21]2[CH:12]([C:9]3[CH:8]=[CH:7][C:6]([I:5])=[CH:11][CH:10]=3)[O:13][C:14]3[C:19]([C:20]=2[CH3:36])=[CH:18][C:17]([OH:37])=[CH:16][CH:15]=3)[CH:27]=[CH:26][CH:25]=1, predict the reactants needed to synthesize it. The reactants are: C(O)(=O)C.[I:5][C:6]1[CH:11]=[CH:10][C:9]([CH:12]2[CH:21]([C:22]3[CH:27]=[CH:26][CH:25]=[C:24]([O:28]C4CCCCO4)[CH:23]=3)[C:20]([CH3:36])(O)[C:19]3[C:14](=[CH:15][CH:16]=[C:17]([O:37]C4CCCCO4)[CH:18]=3)[O:13]2)=[CH:8][CH:7]=1. (6) Given the product [N+:1]([C:4]1[CH:10]=[CH:9][C:7]([NH:8][CH:11]=[O:12])=[CH:6][CH:5]=1)([O-:3])=[O:2], predict the reactants needed to synthesize it. The reactants are: [N+:1]([C:4]1[CH:10]=[CH:9][C:7]([NH2:8])=[CH:6][CH:5]=1)([O-:3])=[O:2].[CH:11](O)=[O:12].